Dataset: Catalyst prediction with 721,799 reactions and 888 catalyst types from USPTO. Task: Predict which catalyst facilitates the given reaction. (1) Reactant: [CH2:1]([O:8][C:9]1[CH:10]=[CH:11][C:12]([C@@H:20]([O:44][Si](C(C)(C)C)(C)C)[CH2:21][NH:22][CH2:23][CH2:24][C:25]2[CH:26]=[C:27]([NH:31][C:32]([NH:34][CH2:35][CH2:36][CH2:37][C:38]3[CH:43]=[CH:42][CH:41]=[CH:40][CH:39]=3)=[O:33])[CH:28]=[CH:29][CH:30]=2)=[C:13]2[C:18]=1[NH:17][C:16](=[O:19])[CH:15]=[CH:14]2)[C:2]1[CH:7]=[CH:6][CH:5]=[CH:4][CH:3]=1.O.O.O.[F-].C([N+](CCCC)(CCCC)CCCC)CCC. Product: [CH2:1]([O:8][C:9]1[CH:10]=[CH:11][C:12]([C@@H:20]([OH:44])[CH2:21][NH:22][CH2:23][CH2:24][C:25]2[CH:26]=[C:27]([NH:31][C:32]([NH:34][CH2:35][CH2:36][CH2:37][C:38]3[CH:43]=[CH:42][CH:41]=[CH:40][CH:39]=3)=[O:33])[CH:28]=[CH:29][CH:30]=2)=[C:13]2[C:18]=1[NH:17][C:16](=[O:19])[CH:15]=[CH:14]2)[C:2]1[CH:3]=[CH:4][CH:5]=[CH:6][CH:7]=1. The catalyst class is: 7. (2) Product: [Cl:27][C:28]1[C:29]([F:35])=[C:30]([C@@H:3]([NH:37][C:39](=[O:40])[O:44][C:15]2[CH:16]=[CH:17][CH:18]=[CH:13][CH:21]=2)[CH2:4][CH:5]=[O:6])[C:31]([CH3:34])=[CH:32][CH:33]=1. The catalyst class is: 6. Reactant: ClC1[C:3](F)=[C:4](C(C)=CC=1)[CH:5]=[O:6].C[C:13]1([CH3:21])[CH2:18][CH2:17][CH2:16][C:15](C)(C)N1.[Li]CCCC.[Cl:27][C:28]1[CH:33]=[CH:32][C:31]([CH3:34])=[CH:30][C:29]=1[F:35].C[N:37]([CH:39]=[O:40])C.C1C[O:44]CC1.